From a dataset of Reaction yield outcomes from USPTO patents with 853,638 reactions. Predict the reaction yield, written as a fraction of the theoretical maximum amount of product (1.0 means a 100% yield; for example, 0.34 means a 34% yield). The yield is 0.260. The catalyst is ClCCl.CN(C)C1C=CN=CC=1. The reactants are [F:1][C:2]1[CH:7]=[C:6]([I:8])[CH:5]=[CH:4][C:3]=1[NH:9][C:10]1[C:11]([C:15]([N:17]2[CH2:20][C:19]([CH2:22][OH:23])([OH:21])[CH2:18]2)=[O:16])=[CH:12][S:13][CH:14]=1.[CH:24]([C:27]1[CH:32]=[C:31]([CH:33]([CH3:35])[CH3:34])[CH:30]=[C:29]([CH:36]([CH3:38])[CH3:37])[C:28]=1[S:39](Cl)(=[O:41])=[O:40])([CH3:26])[CH3:25]. The product is [CH3:26][CH:24]([C:27]1[CH:32]=[C:31]([CH:33]([CH3:34])[CH3:35])[CH:30]=[C:29]([CH:36]([CH3:38])[CH3:37])[C:28]=1[S:39]([O:23][CH2:22][C:19]1([OH:21])[CH2:18][N:17]([C:15]([C:11]2[C:10]([NH:9][C:3]3[CH:4]=[CH:5][C:6]([I:8])=[CH:7][C:2]=3[F:1])=[CH:14][S:13][CH:12]=2)=[O:16])[CH2:20]1)(=[O:40])=[O:41])[CH3:25].